Dataset: Peptide-MHC class I binding affinity with 185,985 pairs from IEDB/IMGT. Task: Regression. Given a peptide amino acid sequence and an MHC pseudo amino acid sequence, predict their binding affinity value. This is MHC class I binding data. (1) The peptide sequence is VYTNAIQYV. The MHC is HLA-B18:01 with pseudo-sequence HLA-B18:01. The binding affinity (normalized) is 0.213. (2) The peptide sequence is AFDLSHFLK. The MHC is HLA-A02:01 with pseudo-sequence HLA-A02:01. The binding affinity (normalized) is 0. (3) The peptide sequence is CFTSLVWAPLILA. The MHC is HLA-B07:02 with pseudo-sequence HLA-B07:02. The binding affinity (normalized) is 0.266. (4) The binding affinity (normalized) is 0.553. The MHC is HLA-B15:01 with pseudo-sequence HLA-B15:01. The peptide sequence is QEKKILMNF. (5) The peptide sequence is CIVAAVIIMA. The MHC is HLA-A68:02 with pseudo-sequence HLA-A68:02. The binding affinity (normalized) is 0.977. (6) The peptide sequence is ITFHGAKEIA. The MHC is HLA-A02:06 with pseudo-sequence HLA-A02:06. The binding affinity (normalized) is 0. (7) The MHC is HLA-A02:01 with pseudo-sequence HLA-A02:01. The peptide sequence is YMISTYPGNT. The binding affinity (normalized) is 0.491. (8) The peptide sequence is VVDFSQFSR. The MHC is Patr-A0301 with pseudo-sequence Patr-A0301. The binding affinity (normalized) is 0.540.